Dataset: Forward reaction prediction with 1.9M reactions from USPTO patents (1976-2016). Task: Predict the product of the given reaction. (1) Given the reactants [CH3:1][N:2]1[C:10]2[C:9](=[O:11])[NH:8][C:7](=[O:12])[NH:6][C:5]=2[CH:4]=[N:3]1.N[C:14]1C(C)=NN(C)C=1C(N)=O, predict the reaction product. The product is: [CH3:1][N:2]1[C:10]2[C:9](=[O:11])[NH:8][C:7](=[O:12])[NH:6][C:5]=2[C:4]([CH3:14])=[N:3]1. (2) Given the reactants Br[C:2]1[CH:3]=[C:4]([C:8]2([C:14]3[CH:19]=[CH:18][C:17]([O:20][CH:21]([CH3:23])[CH3:22])=[C:16]([CH3:24])[CH:15]=3)[CH2:12][O:11][C:10]([NH2:13])=[N:9]2)[CH:5]=[CH:6][CH:7]=1.CC(C)([O-])C.[Na+].C(P(C(C)(C)C)C1C=CC=CC=1C1C(C(C)C)=CC(C(C)C)=CC=1C(C)C)(C)(C)C.[CH3:61][O:62][C:63]1[CH:64]=[C:65]([CH:67]=[CH:68][CH:69]=1)[NH2:66], predict the reaction product. The product is: [CH:21]([O:20][C:17]1[CH:18]=[CH:19][C:14]([C:8]2([C:4]3[CH:5]=[CH:6][CH:7]=[C:2]([NH:66][C:65]4[CH:67]=[CH:68][CH:69]=[C:63]([O:62][CH3:61])[CH:64]=4)[CH:3]=3)[CH2:12][O:11][C:10]([NH2:13])=[N:9]2)=[CH:15][C:16]=1[CH3:24])([CH3:23])[CH3:22]. (3) The product is: [CH:22]1([CH2:26][N:27]2[C:39]3[CH:38]=[CH:37][C:36]([C:40]4[N:54]([CH2:55][CH2:56][O:57][CH3:58])[C:53]5[CH:52]=[CH:51][C:45]([C:46]([OH:48])=[O:47])=[CH:44][C:43]=5[N:42]=4)=[CH:35][C:34]=3[C:33]3[C:28]2=[CH:29][CH:30]=[CH:31][CH:32]=3)[CH2:23][CH2:24][CH2:25]1. Given the reactants C1C2NC3C(=CC=CC=3)C=2C=C(C=O)C=1.C1(CN)CCC1.[CH:22]1([CH2:26][N:27]2[C:39]3[CH:38]=[CH:37][C:36]([CH:40]=O)=[CH:35][C:34]=3[C:33]3[C:28]2=[CH:29][CH:30]=[CH:31][CH:32]=3)[CH2:25][CH2:24][CH2:23]1.[NH2:42][C:43]1[CH:44]=[C:45]([CH:51]=[CH:52][C:53]=1[NH:54][CH2:55][CH2:56][O:57][CH3:58])[C:46]([O:48]CC)=[O:47], predict the reaction product. (4) Given the reactants [O:1]1[CH2:6][CH2:5][CH:4]([S:7]C(=O)C)[CH2:3][CH2:2]1.[OH-].[K+].Br[C:14]([CH3:21])([CH3:20])[C:15]([O:17][CH2:18][CH3:19])=[O:16], predict the reaction product. The product is: [CH2:18]([O:17][C:15](=[O:16])[C:14]([CH3:21])([S:7][CH:4]1[CH2:5][CH2:6][O:1][CH2:2][CH2:3]1)[CH3:20])[CH3:19]. (5) Given the reactants [CH:1]([O:8][CH2:9][CH3:10])([O:5]CC)OCC.C(OC(=O)C)(=O)C.C([O:20][C:21](=O)[CH:22]([CH3:31])[C:23](=[O:30])[CH2:24][C:25](OCC)=O)C.[CH3:33][NH2:34], predict the reaction product. The product is: [CH2:9]([O:8][C:1]([C:24]1[C:23]([OH:30])=[C:22]([CH3:31])[C:21](=[O:20])[N:34]([CH3:33])[CH:25]=1)=[O:5])[CH3:10].